Predict the product of the given reaction. From a dataset of Forward reaction prediction with 1.9M reactions from USPTO patents (1976-2016). (1) Given the reactants [OH:1][CH2:2][C:3](=[CH2:9])[C:4]([O:6][CH2:7][CH3:8])=[O:5].[Si:10](Cl)([C:13]([CH3:16])([CH3:15])[CH3:14])([CH3:12])[CH3:11].N1C=CN=C1, predict the reaction product. The product is: [Si:10]([O:1][CH2:2][C:3](=[CH2:9])[C:4]([O:6][CH2:7][CH3:8])=[O:5])([C:13]([CH3:16])([CH3:15])[CH3:14])([CH3:12])[CH3:11]. (2) The product is: [CH2:31]([O:30][C:29]([NH:2][C@@H:3]1[CH2:12][CH2:11][C:6]2([O:10][CH2:9][CH2:8][O:7]2)[CH2:5][C@@H:4]1[C:13]([O:15][CH2:16][CH3:17])=[O:14])=[O:38])[C:32]1[CH:37]=[CH:36][CH:35]=[CH:34][CH:33]=1. Given the reactants Br.[NH2:2][C@@H:3]1[CH2:12][CH2:11][C:6]2([O:10][CH2:9][CH2:8][O:7]2)[CH2:5][C@@H:4]1[C:13]([O:15][CH2:16][CH3:17])=[O:14].O1CCCC1.C(=O)([O-])[O-].[Na+].[Na+].[C:29](Cl)(=[O:38])[O:30][CH2:31][C:32]1[CH:37]=[CH:36][CH:35]=[CH:34][CH:33]=1, predict the reaction product.